Dataset: Full USPTO retrosynthesis dataset with 1.9M reactions from patents (1976-2016). Task: Predict the reactants needed to synthesize the given product. Given the product [NH2:8][C@@H:12]([CH2:11][OH:10])[C@H:13]([OH:45])/[CH:14]=[CH:15]/[CH2:16][CH2:17][CH2:18][CH2:19][CH2:20][CH2:21][CH2:22][CH2:23][CH2:24][CH2:25][O:26][C:27]([C:29]1[C:42]2[C:43]3=[C:44]4[C:39](=[CH:40][CH:41]=2)[CH:38]=[CH:37][CH:36]=[C:35]4[CH:34]=[CH:33][C:32]3=[CH:31][CH:30]=1)=[O:28], predict the reactants needed to synthesize it. The reactants are: C(OC([N:8]1[C@H:12]([C@H:13]([OH:45])/[CH:14]=[CH:15]/[CH2:16][CH2:17][CH2:18][CH2:19][CH2:20][CH2:21][CH2:22][CH2:23][CH2:24][CH2:25][O:26][C:27]([C:29]2[C:42]3[C:43]4=[C:44]5[C:39](=[CH:40][CH:41]=3)[CH:38]=[CH:37][CH:36]=[C:35]5[CH:34]=[CH:33][C:32]4=[CH:31][CH:30]=2)=[O:28])[CH2:11][O:10]C1(C)C)=O)(C)(C)C.C(O)(C(F)(F)F)=O.